Dataset: Full USPTO retrosynthesis dataset with 1.9M reactions from patents (1976-2016). Task: Predict the reactants needed to synthesize the given product. Given the product [CH2:30]([O:37][C:38]1[CH:43]=[C:42]([CH2:4][CH2:3][C:2]([F:7])([F:6])[F:1])[CH:41]=[CH:40][C:39]=1[N:45]1[S:49](=[O:50])(=[O:51])[N:48]([CH2:52][CH2:53][Si:54]([CH3:56])([CH3:55])[CH3:57])[C:47](=[O:58])[CH2:46]1)[C:31]1[CH:32]=[CH:33][CH:34]=[CH:35][CH:36]=1, predict the reactants needed to synthesize it. The reactants are: [F:1][C:2]([F:7])([F:6])[CH2:3][CH2:4]I.CC1C=CC=CC=1P(C1C=CC=CC=1C)C1C=CC=CC=1C.[CH2:30]([O:37][C:38]1[CH:43]=[C:42](I)[CH:41]=[CH:40][C:39]=1[N:45]1[S:49](=[O:51])(=[O:50])[N:48]([CH2:52][CH2:53][Si:54]([CH3:57])([CH3:56])[CH3:55])[C:47](=[O:58])[CH2:46]1)[C:31]1[CH:36]=[CH:35][CH:34]=[CH:33][CH:32]=1.